The task is: Predict which catalyst facilitates the given reaction.. This data is from Catalyst prediction with 721,799 reactions and 888 catalyst types from USPTO. (1) Reactant: Cl[C:2]1[CH:11]=[CH:10][N:9]=[C:8]2[C:3]=1[CH:4]=[CH:5][C:6]([C:12]1[C:17]([CH3:18])=[CH:16][CH:15]=[CH:14][N:13]=1)=[N:7]2.[NH2:19][C:20]1[N:25]=[CH:24][C:23]([C:26]([F:29])([F:28])[F:27])=[CH:22][N:21]=1.CC1(C)C2C(=C(P(C3C=CC=CC=3)C3C=CC=CC=3)C=CC=2)OC2C(P(C3C=CC=CC=3)C3C=CC=CC=3)=CC=CC1=2.C([O-])([O-])=O.[Cs+].[Cs+]. Product: [CH3:18][C:17]1[C:12]([C:6]2[N:7]=[C:8]3[C:3]([C:2]([NH:19][C:20]4[N:21]=[CH:22][C:23]([C:26]([F:29])([F:27])[F:28])=[CH:24][N:25]=4)=[CH:11][CH:10]=[N:9]3)=[CH:4][CH:5]=2)=[N:13][CH:14]=[CH:15][CH:16]=1. The catalyst class is: 62. (2) Reactant: [Cl:1][C:2]1[CH:7]=[CH:6][C:5]([S:8]([N:11]([CH2:19][C:20]2[CH:29]=[CH:28][C:23]([C:24]([O:26]C)=[O:25])=[CH:22][CH:21]=2)[CH:12]2[CH2:17][CH2:16][CH2:15][CH2:14][CH:13]2[OH:18])(=[O:10])=[O:9])=[CH:4][CH:3]=1.O.[OH-].[Li+].Cl. Product: [Cl:1][C:2]1[CH:7]=[CH:6][C:5]([S:8]([N:11]([CH2:19][C:20]2[CH:21]=[CH:22][C:23]([C:24]([OH:26])=[O:25])=[CH:28][CH:29]=2)[CH:12]2[CH2:17][CH2:16][CH2:15][CH2:14][CH:13]2[OH:18])(=[O:10])=[O:9])=[CH:4][CH:3]=1. The catalyst class is: 1. (3) Reactant: C([O:4][C:5]1[CH:6]=[C:7]([CH3:29])[C:8]2[N:12]=[C:11]([CH3:13])[N:10]([CH2:14][C:15]3[CH:20]=[CH:19][C:18]([O:21][CH2:22][CH2:23][CH2:24][CH2:25][CH3:26])=[CH:17][C:16]=3[Cl:27])[C:9]=2[CH:28]=1)(=O)C.C([O-])([O-])=O.[K+].[K+].Cl. Product: [Cl:27][C:16]1[CH:17]=[C:18]([O:21][CH2:22][CH2:23][CH2:24][CH2:25][CH3:26])[CH:19]=[CH:20][C:15]=1[CH2:14][N:10]1[C:9]2[CH:28]=[C:5]([OH:4])[CH:6]=[C:7]([CH3:29])[C:8]=2[N:12]=[C:11]1[CH3:13]. The catalyst class is: 5. (4) Reactant: Cl(O)(=O)(=O)=O.[CH3:6][O:7][C:8]([C:10]1[CH:11]=[CH:12][C:13]2[CH:19](O)[C:18]3[CH:21]=[CH:22][CH:23]=[CH:24][C:17]=3[CH2:16][S:15](=[O:26])(=[O:25])[C:14]=2[CH:27]=1)=[O:9].[H][H]. Product: [CH3:6][O:7][C:8]([C:10]1[CH:11]=[CH:12][C:13]2[CH2:19][C:18]3[CH:21]=[CH:22][CH:23]=[CH:24][C:17]=3[CH2:16][S:15](=[O:25])(=[O:26])[C:14]=2[CH:27]=1)=[O:9]. The catalyst class is: 285. (5) Reactant: [C:1]([C@:9]([C:24]([OH:26])=[O:25])([OH:23])[C@:10]([C:15](=[O:22])[C:16]1[CH:21]=[CH:20][CH:19]=[CH:18][CH:17]=1)([OH:14])[C:11]([OH:13])=[O:12])(=[O:8])[C:2]1[CH:7]=[CH:6][CH:5]=[CH:4][CH:3]=1.[Cl:27][C:28]1[CH:43]=[CH:42][C:31]2[C@@H:32]3[CH2:40][N:39]([CH3:41])[CH2:38][C@H:33]3[CH2:34][NH:35][C:36](=[O:37])[C:30]=2[CH:29]=1.C([C@](C([O-])=O)(O)[C@](C(=O)C1C=CC=CC=1)(O)C([O-])=O)(=O)C1C=CC=CC=1.CO. Product: [Cl:27][C:28]1[CH:43]=[CH:42][C:31]2[C@H:32]3[CH2:40][N:39]([CH3:41])[CH2:38][C@@H:33]3[CH2:34][NH:35][C:36](=[O:37])[C:30]=2[CH:29]=1.[C:15]([C@:10]([C:11]([O-:13])=[O:12])([OH:14])[C@:9]([C:1](=[O:8])[C:2]1[CH:7]=[CH:6][CH:5]=[CH:4][CH:3]=1)([OH:23])[C:24]([O-:26])=[O:25])(=[O:22])[C:16]1[CH:21]=[CH:20][CH:19]=[CH:18][CH:17]=1. The catalyst class is: 5.